From a dataset of Forward reaction prediction with 1.9M reactions from USPTO patents (1976-2016). Predict the product of the given reaction. (1) Given the reactants [CH2:1]([N:8]1[CH2:13][CH2:12][N:11]([CH2:14][CH2:15][C:16]2[N:17]([C:30]3[CH:35]=[CH:34][CH:33]=[CH:32][CH:31]=3)[N:18]=[C:19]3[C:28]=2[C:27]2[CH:26]=[CH:25][CH:24]=[CH:23][C:22]=2[N:21]=[C:20]3Cl)[CH2:10][CH2:9]1)[C:2]1[CH:7]=[CH:6][CH:5]=[CH:4][CH:3]=1.C(=O)([O-])[O-:37].[Na+].[Na+], predict the reaction product. The product is: [CH2:1]([N:8]1[CH2:13][CH2:12][N:11]([CH2:14][CH2:15][C:16]2[N:17]([C:30]3[CH:35]=[CH:34][CH:33]=[CH:32][CH:31]=3)[N:18]=[C:19]3[C:28]=2[C:27]2[CH:26]=[CH:25][CH:24]=[CH:23][C:22]=2[NH:21][C:20]3=[O:37])[CH2:10][CH2:9]1)[C:2]1[CH:7]=[CH:6][CH:5]=[CH:4][CH:3]=1. (2) The product is: [CH:31]1([NH:30][C:28]([NH:27][C:8]([C:5]2[CH:4]=[CH:3][C:2]([N:36]=[C:43]([C:69]3[CH:64]=[CH:65][CH:66]=[CH:67][CH:68]=3)[C:44]3[CH:49]=[CH:48][CH:47]=[CH:46][CH:45]=3)=[CH:7][N:6]=2)([C:16]2[CH:21]=[C:20]([C:22]([F:23])([F:25])[F:24])[CH:19]=[C:18]([F:26])[CH:17]=2)[CH2:9][C:10]2[CH:11]=[CH:12][CH:13]=[CH:14][CH:15]=2)=[O:29])[CH2:32][CH2:33][CH2:34][CH2:35]1. Given the reactants Br[C:2]1[CH:3]=[CH:4][C:5]([C:8]([NH:27][C:28]([NH:30][CH:31]2[CH2:35][CH2:34][CH2:33][CH2:32]2)=[O:29])([C:16]2[CH:21]=[C:20]([C:22]([F:25])([F:24])[F:23])[CH:19]=[C:18]([F:26])[CH:17]=2)[CH2:9][C:10]2[CH:15]=[CH:14][CH:13]=[CH:12][CH:11]=2)=[N:6][CH:7]=1.[NH:36]1CCOCC1.C[C:43]1(C)[C:69]2[C:64](=[C:65](P(C3C=CC=CC=3)C3C=CC=CC=3)[CH:66]=[CH:67][CH:68]=2)O[C:45]2[C:46](P(C3C=CC=CC=3)C3C=CC=CC=3)=[CH:47][CH:48]=[CH:49][C:44]1=2, predict the reaction product. (3) Given the reactants [Cl:1][C:2]1[CH:7]=[CH:6][N:5]=[C:4]([NH2:8])[C:3]=1I.[F:10][C:11]1[CH:12]=[CH:13][C:14]([C:20](OC)=[O:21])=[C:15](B(O)O)[CH:16]=1, predict the reaction product. The product is: [Cl:1][C:2]1[CH:7]=[CH:6][N:5]=[C:4]2[C:3]=1[C:13]1[CH:12]=[C:11]([F:10])[CH:16]=[CH:15][C:14]=1[C:20](=[O:21])[NH:8]2. (4) Given the reactants C[O:2][C:3](=O)[C:4]1[CH:9]=[C:8]([C:10]2[CH:15]=[CH:14][C:13]([Cl:16])=[CH:12][CH:11]=2)[CH:7]=[N:6][CH:5]=1.[BH4-].[Na+], predict the reaction product. The product is: [Cl:16][C:13]1[CH:12]=[CH:11][C:10]([C:8]2[CH:9]=[C:4]([CH2:3][OH:2])[CH:5]=[N:6][CH:7]=2)=[CH:15][CH:14]=1. (5) Given the reactants C1(P(C2C=CC=CC=2)C2C3O[C:19]4[C:14](=[CH:15][CH:16]=[CH:17][C:18]=4P(C4C=CC=CC=4)C4C=CC=CC=4)[C:13]([CH3:36])(C)[C:12]=3[CH:11]=[CH:10][CH:9]=2)C=CC=CC=1.C1(OC)C=CC=CC=1.[NH2:51][C:52]1[C:57]([Br:58])=[CH:56][C:55]([CH3:59])=[CH:54][N:53]=1.IC1C=CC(C2C=CC=CC=2)=CC=1.C(=O)([O-])[O-].[Cs+].[Cs+], predict the reaction product. The product is: [C:14]1([C:13]2[CH:36]=[CH:9][CH:10]=[CH:11][CH:12]=2)[CH:15]=[CH:16][C:17]([NH:51][C:52]2[C:57]([Br:58])=[CH:56][C:55]([CH3:59])=[CH:54][N:53]=2)=[CH:18][CH:19]=1. (6) Given the reactants Cl[C:2]1[CH:7]=[CH:6][C:5]([N+:8]([O-])=O)=[CH:4][N:3]=1.[NH:11]1[CH2:15][CH2:14][CH:13]([NH:16][C:17](=[O:23])[O:18][C:19]([CH3:22])([CH3:21])[CH3:20])[CH2:12]1, predict the reaction product. The product is: [NH2:8][C:5]1[CH:6]=[CH:7][C:2]([N:11]2[CH2:15][CH2:14][CH:13]([NH:16][C:17](=[O:23])[O:18][C:19]([CH3:21])([CH3:20])[CH3:22])[CH2:12]2)=[N:3][CH:4]=1. (7) Given the reactants [CH:1]([C:4]1[CH:9]=[CH:8][C:7]([NH:10][C:11](=[O:19])[CH2:12][CH:13]2[CH2:18][CH2:17][NH:16][CH2:15][CH2:14]2)=[CH:6][CH:5]=1)([CH3:3])[CH3:2].Cl[C:21]1[C:30]2[C:25](=[CH:26][C:27]([O:33][CH3:34])=[C:28]([O:31][CH3:32])[CH:29]=2)[N:24]=[CH:23][N:22]=1.CCN(C(C)C)C(C)C, predict the reaction product. The product is: [CH3:32][O:31][C:28]1[CH:29]=[C:30]2[C:25](=[CH:26][C:27]=1[O:33][CH3:34])[N:24]=[CH:23][N:22]=[C:21]2[N:16]1[CH2:17][CH2:18][CH:13]([CH2:12][C:11]([NH:10][C:7]2[CH:6]=[CH:5][C:4]([CH:1]([CH3:3])[CH3:2])=[CH:9][CH:8]=2)=[O:19])[CH2:14][CH2:15]1. (8) Given the reactants I[C:2]1[CH:7]=[CH:6][C:5]([O:8][CH3:9])=[CH:4][C:3]=1[OH:10].[CH:11]#[C:12][CH3:13], predict the reaction product. The product is: [CH3:9][O:8][C:5]1[CH:6]=[CH:7][C:2]2[CH:11]=[C:12]([CH3:13])[O:10][C:3]=2[CH:4]=1.